Dataset: Full USPTO retrosynthesis dataset with 1.9M reactions from patents (1976-2016). Task: Predict the reactants needed to synthesize the given product. (1) Given the product [CH2:19]([N:21]([C:22]1[CH:27]=[CH:26][CH:25]=[CH:24][CH:23]=1)[C:3]([C:5]1[C:6](=[O:18])[N:7]([CH3:17])[C:8]2[C:13]([C:14]=1[OH:15])=[C:12]([Cl:16])[CH:11]=[CH:10][CH:9]=2)=[O:4])[CH3:20], predict the reactants needed to synthesize it. The reactants are: CO[C:3]([C:5]1[C:6](=[O:18])[N:7]([CH3:17])[C:8]2[C:13]([C:14]=1[OH:15])=[C:12]([Cl:16])[CH:11]=[CH:10][CH:9]=2)=[O:4].[CH2:19]([NH:21][C:22]1[CH:27]=[CH:26][CH:25]=[CH:24][CH:23]=1)[CH3:20].CCCCCCC. (2) Given the product [CH2:1]([O:3][C:4]([C:6]1[C:7]([C:15]2[CH:20]=[CH:19][CH:18]=[C:17]([Cl:21])[CH:16]=2)=[N:8][C:9]([S:13][CH3:14])=[N:10][C:11]=1[CH3:12])=[O:5])[CH3:2], predict the reactants needed to synthesize it. The reactants are: [CH2:1]([O:3][C:4]([C:6]1[CH:7]([C:15]2[CH:20]=[CH:19][CH:18]=[C:17]([Cl:21])[CH:16]=2)[N:8]=[C:9]([S:13][CH3:14])[NH:10][C:11]=1[CH3:12])=[O:5])[CH3:2].